From a dataset of Forward reaction prediction with 1.9M reactions from USPTO patents (1976-2016). Predict the product of the given reaction. (1) Given the reactants [F:1][C:2]1[C:7]([CH2:8][OH:9])=[CH:6][C:5]([I:10])=[C:4]([F:11])[N:3]=1.CC(C)=[O:14], predict the reaction product. The product is: [F:1][C:2]1[N:3]=[C:4]([F:11])[C:5]([I:10])=[CH:6][C:7]=1[C:8]([OH:14])=[O:9]. (2) Given the reactants C([N:8]([CH2:28][C@@H:29]([C:31]1[CH:32]=[CH:33][C:34]([O:42]CC2C=CC=CC=2)=[C:35]([NH:37][S:38]([CH3:41])(=[O:40])=[O:39])[CH:36]=1)[OH:30])[C@@H:9]([CH2:12][C:13]1[CH:18]=[CH:17][C:16]([S:19]([C:22]2[CH:27]=[CH:26][CH:25]=[CH:24][CH:23]=2)(=[O:21])=[O:20])=[CH:15][CH:14]=1)[CH2:10][OH:11])C1C=CC=CC=1.[H][H], predict the reaction product. The product is: [OH:42][C:34]1[CH:33]=[CH:32][C:31]([C@@H:29]([OH:30])[CH2:28][NH:8][C@@H:9]([CH2:12][C:13]2[CH:14]=[CH:15][C:16]([S:19]([C:22]3[CH:27]=[CH:26][CH:25]=[CH:24][CH:23]=3)(=[O:20])=[O:21])=[CH:17][CH:18]=2)[CH2:10][OH:11])=[CH:36][C:35]=1[NH:37][S:38]([CH3:41])(=[O:40])=[O:39].